Dataset: Forward reaction prediction with 1.9M reactions from USPTO patents (1976-2016). Task: Predict the product of the given reaction. (1) Given the reactants [N+](C1C=CC=CC=1)([O-])=O.OS(O)(=O)=O.O=S(=O)=O.[NH2:19][C:20]1[CH:21]=[N:22][CH:23]=[CH:24][CH:25]=1.[CH:26]([C:28]([CH3:30])=O)=[CH2:27], predict the reaction product. The product is: [CH3:30][C:28]1[C:21]2[C:20](=[CH:25][CH:24]=[CH:23][N:22]=2)[N:19]=[CH:27][CH:26]=1. (2) Given the reactants [Cl:1][C:2]1[CH:7]=[CH:6][C:5]([CH2:8][CH2:9][CH2:10][NH:11][C@H:12]2[CH2:17][CH2:16][C@H:15]([C:18]3[CH:27]=[CH:26][C:21]4[NH:22][C:23](=[O:25])[O:24][C:20]=4[CH:19]=3)[CH2:14][CH2:13]2)=[CH:4][CH:3]=1.[BH-](OC(C)=O)(OC(C)=O)O[C:30](C)=O.[Na+].[OH-].[Na+], predict the reaction product. The product is: [Cl:1][C:2]1[CH:7]=[CH:6][C:5]([CH2:8][CH2:9][CH2:10][N:11]([CH3:30])[C@H:12]2[CH2:17][CH2:16][C@H:15]([C:18]3[CH:27]=[CH:26][C:21]4[NH:22][C:23](=[O:25])[O:24][C:20]=4[CH:19]=3)[CH2:14][CH2:13]2)=[CH:4][CH:3]=1. (3) Given the reactants [C:1]12([C:11]3[CH:12]=[C:13]([C:18]4[CH:23]=[CH:22][CH:21]=[C:20]([CH2:24][CH:25]5[S:29][C:28](=S)[NH:27][C:26]5=[O:31])[CH:19]=4)[CH:14]=[CH:15][C:16]=3[OH:17])[CH2:10][CH:5]3[CH2:6][CH:7]([CH2:9][CH:3]([CH2:4]3)[CH2:2]1)[CH2:8]2.[CH3:32][NH:33][CH3:34], predict the reaction product. The product is: [C:1]12([C:11]3[CH:12]=[C:13]([C:18]4[CH:23]=[CH:22][CH:21]=[C:20]([CH2:24][CH:25]5[S:29][C:28]([N:33]([CH3:34])[CH3:32])=[N:27][C:26]5=[O:31])[CH:19]=4)[CH:14]=[CH:15][C:16]=3[OH:17])[CH2:2][CH:3]3[CH2:4][CH:5]([CH2:6][CH:7]([CH2:9]3)[CH2:8]1)[CH2:10]2. (4) Given the reactants [Cl:1][C:2]1[C:3]([N:8]2[CH2:13][CH2:12][N:11](C(OC(C)(C)C)=O)[CH2:10][CH2:9]2)=[N:4][CH:5]=[CH:6][CH:7]=1.C(O)(C(F)(F)F)=O.ClC(Cl)C, predict the reaction product. The product is: [Cl:1][C:2]1[C:3]([N:8]2[CH2:9][CH2:10][NH:11][CH2:12][CH2:13]2)=[N:4][CH:5]=[CH:6][CH:7]=1. (5) Given the reactants [CH2:1]([C:4]1[C:5]([OH:15])=[C:6]([C:12](=[O:14])[CH3:13])[CH:7]=[CH:8][C:9]=1[O:10][CH3:11])[CH:2]=[CH2:3].[CH3:16][O:17][CH2:18][C:19](=O)[CH3:20].N1CCCC1.C(O)(=O)C, predict the reaction product. The product is: [CH2:1]([C:4]1[C:9]([O:10][CH3:11])=[CH:8][CH:7]=[C:6]2[C:5]=1[O:15][C:19]([CH2:18][O:17][CH3:16])([CH3:20])[CH2:13][C:12]2=[O:14])[CH:2]=[CH2:3]. (6) Given the reactants [OH:1][C:2]1[CH:7]=[CH:6][C:5]([C:8]2[CH:13]=[CH:12][C:11]([N:14]3[C:18]([CH3:20])([CH3:19])[C:17](=[O:21])[N:16]([C:22]4[CH:29]=[CH:28][C:25]([C:26]#[N:27])=[C:24]([C:30]([F:33])([F:32])[F:31])[CH:23]=4)[C:15]3=[S:34])=[CH:10][CH:9]=2)=[CH:4][CH:3]=1.C([O-])([O-])=O.[K+].[K+].CC1C=CC(S([O:51][CH2:52][CH2:53][O:54][CH2:55][CH2:56]O)(=O)=O)=CC=1, predict the reaction product. The product is: [OH:51][CH2:52][CH2:53][O:54][CH2:55][CH2:56][O:1][C:2]1[CH:3]=[CH:4][C:5]([C:8]2[CH:9]=[CH:10][C:11]([N:14]3[C:18]([CH3:20])([CH3:19])[C:17](=[O:21])[N:16]([C:22]4[CH:29]=[CH:28][C:25]([C:26]#[N:27])=[C:24]([C:30]([F:32])([F:33])[F:31])[CH:23]=4)[C:15]3=[S:34])=[CH:12][CH:13]=2)=[CH:6][CH:7]=1. (7) Given the reactants [C:1]1([CH2:7][NH2:8])[CH:6]=[CH:5][CH:4]=[CH:3][CH:2]=1.[F:9][CH2:10][C:11](=O)[CH3:12].[BH-](OC(C)=O)(OC(C)=O)OC(C)=O.[Na+].CC(O)=O, predict the reaction product. The product is: [CH2:7]([NH:8][CH:11]([CH3:12])[CH2:10][F:9])[C:1]1[CH:6]=[CH:5][CH:4]=[CH:3][CH:2]=1. (8) Given the reactants [NH2:1][C@H:2]1[CH2:7][CH2:6][C@H:5]([CH2:8][C:9]([NH:11][C@H:12]2[CH2:17][C:16]3[CH:18]=[CH:19][CH:20]=[C:21]([C:22]([OH:24])=[O:23])[C:15]=3[O:14][B:13]2[OH:25])=[O:10])[CH2:4][CH2:3]1.[N:26]1[CH:31]=[CH:30][CH:29]=[CH:28][C:27]=1[CH:32]=O, predict the reaction product. The product is: [OH:25][B:13]1[C@@H:12]([NH:11][C:9](=[O:10])[CH2:8][C@H:5]2[CH2:6][CH2:7][C@H:2]([NH:1][CH2:32][C:27]3[CH:28]=[CH:29][CH:30]=[CH:31][N:26]=3)[CH2:3][CH2:4]2)[CH2:17][C:16]2[CH:18]=[CH:19][CH:20]=[C:21]([C:22]([OH:24])=[O:23])[C:15]=2[O:14]1.